Dataset: Full USPTO retrosynthesis dataset with 1.9M reactions from patents (1976-2016). Task: Predict the reactants needed to synthesize the given product. (1) Given the product [CH2:4]([O:11][C:12]([NH:14][C@H:15]1[CH2:20][CH2:19][N:18]([C:21]2[S:25][C:24]([C:26]([O:28][CH3:29])=[O:27])=[C:23]([CH:30]([OH:31])[CH3:1])[CH:22]=2)[CH2:17][C@H:16]1[O:32][CH3:33])=[O:13])[C:5]1[CH:10]=[CH:9][CH:8]=[CH:7][CH:6]=1, predict the reactants needed to synthesize it. The reactants are: [CH3:1][Mg]Br.[CH2:4]([O:11][C:12]([NH:14][C@H:15]1[CH2:20][CH2:19][N:18]([C:21]2[S:25][C:24]([C:26]([O:28][CH3:29])=[O:27])=[C:23]([CH:30]=[O:31])[CH:22]=2)[CH2:17][C@H:16]1[O:32][CH3:33])=[O:13])[C:5]1[CH:10]=[CH:9][CH:8]=[CH:7][CH:6]=1.[Cl-].[NH4+]. (2) Given the product [CH:9]1([C:8]2[C:3]([CH2:2][O:34][C:21]3[CH:22]=[CH:23][C:24]([N:26]4[C:30]([CH3:31])=[C:29]([CH3:32])[C:28]([CH3:33])=[N:27]4)=[CH:25][C:20]=3[CH3:19])=[C:4]([N:12]3[C:16](=[O:17])[N:15]([CH3:18])[N:14]=[N:13]3)[CH:5]=[CH:6][CH:7]=2)[CH2:11][CH2:10]1, predict the reactants needed to synthesize it. The reactants are: Br[CH2:2][C:3]1[C:8]([CH:9]2[CH2:11][CH2:10]2)=[CH:7][CH:6]=[CH:5][C:4]=1[N:12]1[C:16](=[O:17])[N:15]([CH3:18])[N:14]=[N:13]1.[CH3:19][C:20]1[CH:25]=[C:24]([N:26]2[C:30]([CH3:31])=[C:29]([CH3:32])[C:28]([CH3:33])=[N:27]2)[CH:23]=[CH:22][C:21]=1[OH:34].C(=O)([O-])[O-].[K+].[K+]. (3) Given the product [CH3:1][C:2]1([CH3:22])[CH:14]=[C:13]2[C:5](=[C:6]3[C:11](=[CH:12]2)[CH:10]=[CH:9][C:8]2[CH:15]=[CH:16][C:17]([C:24]4[CH:25]=[C:26]([C:31]5[N:36]=[C:35]([C:37]6[CH:42]=[CH:41][CH:40]=[CH:39][CH:38]=6)[N:34]=[C:33]([C:43]6[CH:48]=[CH:47][CH:46]=[CH:45][CH:44]=6)[N:32]=5)[CH:27]=[C:28]([C:64]5[CH:63]=[CH:62][C:61]([C:56]6[CH:57]=[CH:58][CH:59]=[CH:60][N:55]=6)=[CH:66][CH:65]=5)[CH:29]=4)=[CH:18][C:7]3=2)[CH:4]=[CH:3]1, predict the reactants needed to synthesize it. The reactants are: [CH3:1][C:2]1([CH3:22])[CH:14]=[C:13]2[C:5](=[C:6]3[C:11](=[CH:12]2)[CH:10]=[CH:9][C:8]2[CH:15]=[CH:16][C:17](B(O)O)=[CH:18][C:7]3=2)[CH:4]=[CH:3]1.Br[C:24]1[CH:25]=[C:26]([C:31]2[N:36]=[C:35]([C:37]3[CH:42]=[CH:41][CH:40]=[CH:39][CH:38]=3)[N:34]=[C:33]([C:43]3[CH:48]=[CH:47][CH:46]=[CH:45][CH:44]=3)[N:32]=2)[CH:27]=[C:28](Br)[CH:29]=1.C([O-])([O-])=O.[K+].[K+].[N:55]1[CH:60]=[CH:59][CH:58]=[CH:57][C:56]=1[C:61]1[CH:66]=[CH:65][C:64](B(O)O)=[CH:63][CH:62]=1. (4) Given the product [O:16]1[CH:17]=[CH:18][CH:19]=[C:15]1[C:10]1[N:11]=[C:12]([NH:14][C:25](=[O:26])[C:24]2[CH:28]=[CH:29][CH:30]=[CH:31][C:23]=2[O:22][C:21]([F:20])([F:32])[F:33])[S:13][C:9]=1[C:7]([CH:4]1[CH2:5][CH2:6][O:1][CH2:2][CH2:3]1)=[O:8], predict the reactants needed to synthesize it. The reactants are: [O:1]1[CH2:6][CH2:5][CH:4]([C:7]([C:9]2[S:13][C:12]([NH2:14])=[N:11][C:10]=2[C:15]2[O:16][CH:17]=[CH:18][CH:19]=2)=[O:8])[CH2:3][CH2:2]1.[F:20][C:21]([F:33])([F:32])[O:22][C:23]1[CH:31]=[CH:30][CH:29]=[CH:28][C:24]=1[C:25](Cl)=[O:26].O. (5) Given the product [CH:1]1([C:6]2[C:14]3[C:9](=[CH:10][C:11]([C:15]([NH:41][C:37]4([C:35]5[N:34]([CH3:42])[C:33]6[CH:43]=[CH:44][C:30](/[CH:29]=[CH:28]/[C:27]([OH:26])=[O:45])=[CH:31][C:32]=6[N:36]=5)[CH2:40][CH2:39][CH2:38]4)=[O:16])=[CH:12][CH:13]=3)[N:8]([CH3:18])[C:7]=2[C:55]2[CH:56]=[CH:57][CH:58]=[CH:59][N:60]=2)[CH2:2][CH2:3][CH2:4][CH2:5]1, predict the reactants needed to synthesize it. The reactants are: [CH:1]1([C:6]2[C:14]3[C:9](=[CH:10][C:11]([C:15](O)=[O:16])=[CH:12][CH:13]=3)[N:8]([CH3:18])[C:7]=2C2C=CC=CN=2)[CH2:5][CH2:4][CH2:3][CH2:2]1.C[O:26][C:27](=[O:45])/[CH:28]=[CH:29]/[C:30]1[CH:44]=[CH:43][C:33]2[N:34]([CH3:42])[C:35]([C:37]3([NH2:41])[CH2:40][CH2:39][CH2:38]3)=[N:36][C:32]=2[CH:31]=1.CN(C(ON1N=N[C:56]2[CH:57]=[CH:58][CH:59]=[N:60][C:55]1=2)=[N+](C)C)C.F[P-](F)(F)(F)(F)F.CCN(CC)CC.[OH-].[Na+]. (6) The reactants are: [C:1](=O)([O-])[O-].[Na+].[Na+].Br[C:8]1[C:9]([C:21]#[C:22][C:23]2[CH:28]=[CH:27][C:26]([O:29][CH2:30][CH2:31][N:32]3[CH2:37][CH2:36][CH:35]([CH3:38])[CH2:34][CH2:33]3)=[CH:25][CH:24]=2)=[N:10][CH:11]=[C:12]([C:14]2[CH:19]=[CH:18][C:17]([Cl:20])=[CH:16][CH:15]=2)[CH:13]=1.COB(O)O. Given the product [Cl:20][C:17]1[CH:18]=[CH:19][C:14]([C:12]2[CH:13]=[C:8]([CH3:1])[C:9]([C:21]#[C:22][C:23]3[CH:28]=[CH:27][C:26]([O:29][CH2:30][CH2:31][N:32]4[CH2:37][CH2:36][CH:35]([CH3:38])[CH2:34][CH2:33]4)=[CH:25][CH:24]=3)=[N:10][CH:11]=2)=[CH:15][CH:16]=1, predict the reactants needed to synthesize it. (7) Given the product [CH2:1]([O:8][C:9]([N:11]1[CH2:12][CH2:13][CH:14]([CH2:17][NH:18][C:19]2[CH:24]=[CH:23][N:22]=[C:21]([CH2:25][N:26]([CH3:28])[CH3:27])[CH:20]=2)[CH2:15][CH2:16]1)=[O:10])[C:2]1[CH:7]=[CH:6][CH:5]=[CH:4][CH:3]=1, predict the reactants needed to synthesize it. The reactants are: [CH2:1]([O:8][C:9]([N:11]1[CH2:16][CH2:15][CH:14]([CH2:17][NH:18][C:19]2[CH:24]=[CH:23][N:22]=[C:21]([C:25](=O)[N:26]([CH3:28])[CH3:27])[CH:20]=2)[CH2:13][CH2:12]1)=[O:10])[C:2]1[CH:7]=[CH:6][CH:5]=[CH:4][CH:3]=1.B.O1CCCC1.